From a dataset of Forward reaction prediction with 1.9M reactions from USPTO patents (1976-2016). Predict the product of the given reaction. (1) The product is: [C:24]([O:23][C:21](=[O:22])[NH:20][C:10]1[C:11]2[C:12](=[N:13][CH:14]=[C:15]([C:53]3[CH:54]=[CH:55][C:50]([C@H:48]([NH:47][C:46]4[C:41]([C:39](=[O:40])[NH:38][C@H:36]([C:31]5[CH:32]=[CH:33][C:34]([F:35])=[C:29]([F:28])[CH:30]=5)[CH3:37])=[N:42][C:43]([C:57]#[N:58])=[CH:44][N:45]=4)[CH3:49])=[CH:51][N:52]=3)[CH:16]=2)[NH:8][N:9]=1)([CH3:25])([CH3:26])[CH3:27]. Given the reactants C(OC([N:8]1[C:12]2=[N:13][CH:14]=[C:15](B(O)O)[CH:16]=[C:11]2[C:10]([NH:20][C:21]([O:23][C:24]([CH3:27])([CH3:26])[CH3:25])=[O:22])=[N:9]1)=O)(C)(C)C.[F:28][C:29]1[CH:30]=[C:31]([C@@H:36]([NH:38][C:39]([C:41]2[C:46]([NH:47][C@@H:48]([C:50]3[CH:51]=[N:52][C:53](Br)=[CH:54][CH:55]=3)[CH3:49])=[N:45][CH:44]=[C:43]([C:57]#[N:58])[N:42]=2)=[O:40])[CH3:37])[CH:32]=[CH:33][C:34]=1[F:35].O1CCOCC1.C(=O)(O)[O-].[Na+].O, predict the reaction product. (2) Given the reactants [CH2:1]([O:3][C:4]([C:6]1[CH:7]=[C:8]([CH2:16][CH2:17][O:18][CH3:19])[N:9]2[C:14]=1[C:13](Cl)=[CH:12][CH:11]=[CH:10]2)=[O:5])[CH3:2].Cl[CH2:21]Cl.C[Zn]C, predict the reaction product. The product is: [CH2:1]([O:3][C:4]([C:6]1[CH:7]=[C:8]([CH2:16][CH2:17][O:18][CH3:19])[N:9]2[C:14]=1[C:13]([CH3:21])=[CH:12][CH:11]=[CH:10]2)=[O:5])[CH3:2]. (3) Given the reactants [CH3:1][O:2][C:3]([N:5]1[CH2:14][CH2:13][C:12]2[C:7](=[CH:8][CH:9]=[CH:10][C:11]=2[N:15]([CH2:22][C:23](=[O:37])[N:24]([CH2:30][C:31]2[CH:36]=[CH:35][CH:34]=[CH:33][CH:32]=2)[CH2:25][CH2:26][N:27]([CH3:29])[CH3:28])C(=O)C(F)(F)F)[CH:6]1C)=[O:4].C([O-])([O-])=O.[K+].[K+], predict the reaction product. The product is: [CH3:1][O:2][C:3]([N:5]1[CH2:14][CH2:13][C:12]2[C:7](=[CH:8][CH:9]=[CH:10][C:11]=2[NH:15][CH2:22][C:23](=[O:37])[N:24]([CH2:30][C:31]2[CH:32]=[CH:33][CH:34]=[CH:35][CH:36]=2)[CH2:25][CH2:26][N:27]([CH3:28])[CH3:29])[CH2:6]1)=[O:4]. (4) Given the reactants [CH3:1][C:2]1[O:6][C:5]([C:7]2[CH:12]=[CH:11][CH:10]=[CH:9][CH:8]=2)=[N:4][C:3]=1[CH2:13][CH2:14][C:15]1[O:16][CH:17]=[C:18]([CH2:20][O:21][C:22]2[CH:27]=[CH:26][CH:25]=[CH:24][C:23]=2[CH2:28][C:29]([O:31]C)=[O:30])[N:19]=1.O1CCCC1.[OH-].[Na+].Cl, predict the reaction product. The product is: [CH3:1][C:2]1[O:6][C:5]([C:7]2[CH:8]=[CH:9][CH:10]=[CH:11][CH:12]=2)=[N:4][C:3]=1[CH2:13][CH2:14][C:15]1[O:16][CH:17]=[C:18]([CH2:20][O:21][C:22]2[CH:27]=[CH:26][CH:25]=[CH:24][C:23]=2[CH2:28][C:29]([OH:31])=[O:30])[N:19]=1. (5) Given the reactants [F:1][C:2]1[CH:30]=[CH:29][C:5]([CH2:6][NH:7][C:8]([C:10]2[N:11]=[C:12]3[C:18]4([NH:21][CH2:22][CH2:23][OH:24])[CH2:19][CH2:20][CH:15]([CH2:16][CH2:17]4)[CH2:14][N:13]3[C:25](=[O:28])[C:26]=2[OH:27])=[O:9])=[CH:4][CH:3]=1.C([N:34]([CH:37](C)C)[CH2:35]C)(C)C.Cl[C:41](=O)[C:42](OC)=[O:43].CNC.C([OH:52])C, predict the reaction product. The product is: [F:1][C:2]1[CH:3]=[CH:4][C:5]([CH2:6][NH:7][C:8]([C:10]2[N:11]=[C:12]3[C:18]4([N:21]([CH2:41][CH2:42][OH:43])[C:22](=[O:52])[C:23]([N:34]([CH3:35])[CH3:37])=[O:24])[CH2:17][CH2:16][CH:15]([CH2:20][CH2:19]4)[CH2:14][N:13]3[C:25](=[O:28])[C:26]=2[OH:27])=[O:9])=[CH:29][CH:30]=1. (6) Given the reactants [CH3:1][C:2]1[CH:10]=[CH:9][C:8]([N+:11]([O-:13])=[O:12])=[CH:7][C:3]=1[C:4]([OH:6])=[O:5].S(=O)(=O)(O)O.C([O-])([O-])=O.[Na+].[Na+].[CH2:25](O)[CH3:26], predict the reaction product. The product is: [CH3:1][C:2]1[CH:10]=[CH:9][C:8]([N+:11]([O-:13])=[O:12])=[CH:7][C:3]=1[C:4]([O:6][CH2:25][CH3:26])=[O:5]. (7) Given the reactants C([N:8]1[CH2:13][CH2:12][CH:11]([O:14][CH:15]([C:23]2[CH:28]=[CH:27][CH:26]=[CH:25][CH:24]=2)[C:16]2[CH:21]=[CH:20][CH:19]=[CH:18][C:17]=2[CH3:22])[CH2:10][CH2:9]1)C1C=CC=CC=1.ClC1C=CC=CC=1C(OC1CCNCC1)C1C=CC(Cl)=CC=1, predict the reaction product. The product is: [CH3:22][C:17]1[CH:18]=[CH:19][CH:20]=[CH:21][C:16]=1[CH:15]([O:14][CH:11]1[CH2:10][CH2:9][NH:8][CH2:13][CH2:12]1)[C:23]1[CH:24]=[CH:25][CH:26]=[CH:27][CH:28]=1. (8) Given the reactants CC[N:3]([CH:7]([CH3:9])C)[CH:4]([CH3:6])C.[NH:10]([C:22]([O:24][C:25]([CH3:28])([CH3:27])[CH3:26])=[O:23])[C@@H:11]([C:19]([OH:21])=O)[CH2:12][C:13]1[CH:18]=[CH:17][CH:16]=[CH:15][CH:14]=1.[CH:29]1C=CC2N(O)[N:36]=[N:35][C:33]=2[CH:34]=1.CN(C([O:46]N1N=NC2C=CC=CC1=2)=[N+](C)C)C.F[P-](F)(F)(F)(F)F, predict the reaction product. The product is: [C:25]([O:24][C:22]([NH:10][C@@H:11]([CH2:12][C:13]1[CH:14]=[CH:15][CH:16]=[CH:17][CH:18]=1)[C:19]([NH:36][NH:35][C:33](=[O:46])[CH2:34][CH:29]1[CH2:6][CH2:4][NH:3][CH2:7][CH2:9]1)=[O:21])=[O:23])([CH3:28])([CH3:27])[CH3:26].